From a dataset of Catalyst prediction with 721,799 reactions and 888 catalyst types from USPTO. Predict which catalyst facilitates the given reaction. (1) Product: [CH3:7][O:9][C:10](=[O:33])[C@H:11]([CH2:18][C:19]1[C:20]([CH2:28][OH:29])=[C:21]2[C:25](=[CH:26][CH:27]=1)[NH:24][N:23]=[CH:22]2)[CH2:12][C:13]([O:15][CH3:16])=[O:14]. Reactant: C(=O)([O-])[O-].[K+].[K+].[CH2:7]([O:9][C:10](=[O:33])[C@H:11]([CH2:18][C:19]1[C:20]([CH2:28][O:29]C(=O)C)=[C:21]2[C:25](=[CH:26][CH:27]=1)[NH:24][N:23]=[CH:22]2)[CH2:12][C:13]([O:15][CH2:16]C)=[O:14])C. The catalyst class is: 5. (2) Reactant: [Si:1]([O:8][C:9]1[CH:14]=[CH:13][C:12]([C:15]2[N:16]=[C:17]([C:22]([C:24]3[CH:29]=[CH:28][CH:27]=[CH:26][CH:25]=3)=[CH2:23])[C:18]([NH2:21])=[N:19][CH:20]=2)=[CH:11][CH:10]=1)([C:4]([CH3:7])([CH3:6])[CH3:5])([CH3:3])[CH3:2].[Si:30]([O:37][C:38]1[CH:43]=[CH:42][C:41]([CH2:44][C:45](Cl)=[O:46])=[CH:40][CH:39]=1)([C:33]([CH3:36])([CH3:35])[CH3:34])([CH3:32])[CH3:31].O. Product: [Si:30]([O:37][C:38]1[CH:39]=[CH:40][C:41]([CH2:44][C:45]([NH:21][C:18]2[C:17]([C:22]([C:24]3[CH:29]=[CH:28][CH:27]=[CH:26][CH:25]=3)=[CH2:23])=[N:16][C:15]([C:12]3[CH:11]=[CH:10][C:9]([O:8][Si:1]([C:4]([CH3:7])([CH3:5])[CH3:6])([CH3:2])[CH3:3])=[CH:14][CH:13]=3)=[CH:20][N:19]=2)=[O:46])=[CH:42][CH:43]=1)([C:33]([CH3:36])([CH3:35])[CH3:34])([CH3:32])[CH3:31]. The catalyst class is: 341. (3) Reactant: Br[C:2]1[O:3][C:4]2[CH:10]=[CH:9][C:8]([CH:11]([OH:30])[C:12]([NH:14][CH:15]([C:22]3[CH:27]=[CH:26][C:25]([Cl:28])=[CH:24][C:23]=3[CH3:29])[C:16]3[CH:21]=[CH:20][CH:19]=[CH:18][CH:17]=3)=[O:13])=[CH:7][C:5]=2[CH:6]=1.[CH3:31][C:32]1[C:37](B(O)O)=[CH:36][CH:35]=[CH:34][N:33]=1.C([O-])([O-])=O.[K+].[K+]. Product: [Cl:28][C:25]1[CH:26]=[CH:27][C:22]([CH:15]([C:16]2[CH:17]=[CH:18][CH:19]=[CH:20][CH:21]=2)[NH:14][C:12](=[O:13])[CH:11]([OH:30])[C:8]2[CH:9]=[CH:10][C:4]3[O:3][C:2]([C:37]4[C:32]([CH3:31])=[N:33][CH:34]=[CH:35][CH:36]=4)=[CH:6][C:5]=3[CH:7]=2)=[C:23]([CH3:29])[CH:24]=1. The catalyst class is: 117. (4) Reactant: S(Cl)([Cl:3])=O.CN(C)C=O.[Cl:10][C:11]1[CH:12]=[C:13]([C:23]2[O:27][N:26]=[C:25]([C:28]3[CH:33]=[CH:32][C:31]([CH2:34]O)=[CH:30][CH:29]=3)[N:24]=2)[CH:14]=[CH:15][C:16]=1[CH:17]1[CH2:22][CH2:21][CH2:20][CH2:19][CH2:18]1.[OH-].[Na+]. Product: [Cl:10][C:11]1[CH:12]=[C:13]([C:23]2[O:27][N:26]=[C:25]([C:28]3[CH:33]=[CH:32][C:31]([CH2:34][Cl:3])=[CH:30][CH:29]=3)[N:24]=2)[CH:14]=[CH:15][C:16]=1[CH:17]1[CH2:22][CH2:21][CH2:20][CH2:19][CH2:18]1. The catalyst class is: 46. (5) Reactant: [CH2:1]([C:3]1[CH:8]=[CH:7][CH:6]=[CH:5][C:4]=1[OH:9])[CH3:2].[CH2:10](Cl)[C:11]1[CH:16]=[CH:15][CH:14]=[CH:13][CH:12]=1.[OH-].[K+].Cl. Product: [CH2:10]([O:9][C:4]1[CH:5]=[CH:6][CH:7]=[CH:8][C:3]=1[CH2:1][CH3:2])[C:11]1[CH:16]=[CH:15][CH:14]=[CH:13][CH:12]=1. The catalyst class is: 588. (6) Reactant: C(OC(=O)[NH:7][CH2:8][CH2:9][CH:10]1[CH2:15][CH2:14][N:13]([C:16]2[C:25]3[C:20](=[CH:21][CH:22]=[C:23]([O:26][CH3:27])[CH:24]=3)[N:19]=[CH:18][CH:17]=2)[CH2:12][CH2:11]1)(C)(C)C.C(O)(C(F)(F)F)=O. Product: [CH3:27][O:26][C:23]1[CH:24]=[C:25]2[C:20](=[CH:21][CH:22]=1)[N:19]=[CH:18][CH:17]=[C:16]2[N:13]1[CH2:14][CH2:15][CH:10]([CH2:9][CH2:8][NH2:7])[CH2:11][CH2:12]1. The catalyst class is: 2. (7) Reactant: C[O:2][C:3]1[CH2:4][CH2:5][CH2:6][N:7]=1.Br[CH2:9][C:10]([C:12]1[CH:17]=[CH:16][C:15]([O:18][C:19]([F:22])([F:21])[F:20])=[CH:14][CH:13]=1)=[O:11].O. Product: [O:11]=[C:10]([C:12]1[CH:13]=[CH:14][C:15]([O:18][C:19]([F:20])([F:21])[F:22])=[CH:16][CH:17]=1)[CH2:9][N:7]1[CH2:6][CH2:5][CH2:4][C:3]1=[O:2]. The catalyst class is: 9. (8) Reactant: [Br:1][C:2]1[C:7]([Cl:8])=[CH:6][C:5]([OH:9])=[C:4]([Cl:10])[CH:3]=1.CS(O[CH2:16][C:17]12[CH2:26][CH:21]3[CH2:22][CH:23]([CH2:25][CH:19]([CH2:20]3)[CH2:18]1)[CH2:24]2)(=O)=O.C(=O)([O-])[O-].[K+].[K+]. Product: [Br:1][C:2]1[C:7]([Cl:8])=[CH:6][C:5]([O:9][CH2:16][C:17]23[CH2:26][CH:21]4[CH2:20][CH:19]([CH2:25][CH:23]([CH2:22]4)[CH2:24]2)[CH2:18]3)=[C:4]([Cl:10])[CH:3]=1. The catalyst class is: 6. (9) Reactant: Cl.[NH2:2][C@@H:3]([C:5]1[CH:10]=[CH:9][C:8]([NH:11][S:12]([CH3:15])(=[O:14])=[O:13])=[C:7]([F:16])[CH:6]=1)[CH3:4].[F:17][C:18]([F:33])([F:32])[C:19]1[CH:28]=[C:27]2[C:22]([CH:23]=[C:24]([C:29](O)=[O:30])[CH:25]=[N:26]2)=[CH:21][CH:20]=1.CN(C(ON1N=NC2C=CC=CC1=2)=[N+](C)C)C.F[P-](F)(F)(F)(F)F.C(N(CC)CC)C. Product: [F:16][C:7]1[CH:6]=[C:5]([C@H:3]([NH:2][C:29]([C:24]2[CH:25]=[N:26][C:27]3[C:22]([CH:23]=2)=[CH:21][CH:20]=[C:19]([C:18]([F:33])([F:17])[F:32])[CH:28]=3)=[O:30])[CH3:4])[CH:10]=[CH:9][C:8]=1[NH:11][S:12]([CH3:15])(=[O:14])=[O:13]. The catalyst class is: 3. (10) Reactant: Cl.Cl.[NH:3]1[CH2:8][CH2:7][CH2:6][CH:5]([NH:9][C:10]2[CH:11]=[C:12]3[C:16](=[CH:17][CH:18]=2)[NH:15][N:14]=[CH:13]3)[CH2:4]1.[CH:19]([C:21]1[CH:22]=[C:23]([CH:31]=[CH:32][CH:33]=1)[O:24][CH2:25][C:26]([O:28][CH2:29][CH3:30])=[O:27])=O.CO.ClC(Cl)C.C([BH3-])#N.[Na+]. Product: [NH:15]1[C:16]2[C:12](=[CH:11][C:10]([NH:9][CH:5]3[CH2:6][CH2:7][CH2:8][N:3]([CH2:19][C:21]4[CH:22]=[C:23]([CH:31]=[CH:32][CH:33]=4)[O:24][CH2:25][C:26]([O:28][CH2:29][CH3:30])=[O:27])[CH2:4]3)=[CH:18][CH:17]=2)[CH:13]=[N:14]1. The catalyst class is: 15.